This data is from Peptide-MHC class I binding affinity with 185,985 pairs from IEDB/IMGT. The task is: Regression. Given a peptide amino acid sequence and an MHC pseudo amino acid sequence, predict their binding affinity value. This is MHC class I binding data. (1) The peptide sequence is EGFDPRALI. The MHC is HLA-A02:01 with pseudo-sequence HLA-A02:01. The binding affinity (normalized) is 0.0847. (2) The peptide sequence is ILRPLGIEY. The MHC is HLA-A02:01 with pseudo-sequence HLA-A02:01. The binding affinity (normalized) is 0.0847.